This data is from Reaction yield outcomes from USPTO patents with 853,638 reactions. The task is: Predict the reaction yield, written as a fraction of the theoretical maximum amount of product (1.0 means a 100% yield; for example, 0.34 means a 34% yield). (1) The reactants are Cl.O1CCOCC1.[NH2:8][C:9]1[N:14]=[CH:13][N:12]=[C:11]2[N:15]([CH2:32][C@@H:33]3[CH2:37][CH2:36][CH2:35][N:34]3[C:38](=[O:59])[C:39]([C:57]#[N:58])=[CH:40][C:41]([N:44]3[CH2:49][CH2:48][N:47](C(OC(C)(C)C)=O)[CH2:46][CH2:45]3)([CH3:43])[CH3:42])[N:16]=[C:17]([C:18]3[CH:23]=[CH:22][C:21]([O:24][C:25]4[CH:30]=[CH:29][CH:28]=[CH:27][CH:26]=4)=[CH:20][C:19]=3[F:31])[C:10]=12. The catalyst is C1COCC1. The product is [NH2:8][C:9]1[N:14]=[CH:13][N:12]=[C:11]2[N:15]([CH2:32][C@@H:33]3[CH2:37][CH2:36][CH2:35][N:34]3[C:38]([C:39](=[CH:40][C:41]([CH3:43])([N:44]3[CH2:49][CH2:48][NH:47][CH2:46][CH2:45]3)[CH3:42])[C:57]#[N:58])=[O:59])[N:16]=[C:17]([C:18]3[CH:23]=[CH:22][C:21]([O:24][C:25]4[CH:26]=[CH:27][CH:28]=[CH:29][CH:30]=4)=[CH:20][C:19]=3[F:31])[C:10]=12. The yield is 0.850. (2) The reactants are [F:1][CH:2]([F:34])[C:3]1[O:7][C:6]([S:8]([N:11]2[C:15]([C:16]3[C:17]([F:22])=[N:18][CH:19]=[CH:20][CH:21]=3)=[C:14]([F:23])[C:13]([CH2:24][N:25](C)[C:26](=O)OC(C)(C)C)=[CH:12]2)(=[O:10])=[O:9])=[CH:5][CH:4]=1.C(OCC)(=O)C.[ClH:41]. The catalyst is C(OCC)(=O)C.CC(O)C. The product is [ClH:41].[F:34][CH:2]([F:1])[C:3]1[O:7][C:6]([S:8]([N:11]2[C:15]([C:16]3[C:17]([F:22])=[N:18][CH:19]=[CH:20][CH:21]=3)=[C:14]([F:23])[C:13]([CH2:24][NH:25][CH3:26])=[CH:12]2)(=[O:10])=[O:9])=[CH:5][CH:4]=1. The yield is 0.720. (3) The reactants are [CH3:1][O-:2].[Na+].[Br:4][C:5]1[CH:12]=[C:11](F)[C:8]([CH:9]=[O:10])=[C:7]([F:14])[CH:6]=1. The catalyst is CO. The product is [Br:4][C:5]1[CH:12]=[C:11]([O:2][CH3:1])[C:8]([CH:9]=[O:10])=[C:7]([F:14])[CH:6]=1. The yield is 0.700. (4) The reactants are [CH2:1]([O:3][C:4]([N:6]1[C:14]2[C:9](=[CH:10][C:11]([C:15]3[N:16]=[C:17]([C:21]4[CH:26]=[CH:25][CH:24]=[CH:23][N:22]=4)[S:18][C:19]=3[CH3:20])=[CH:12][CH:13]=2)[CH:8]=[C:7]1[O:27]C(OCC)=O)=[O:5])[CH3:2].O. The catalyst is CN(C=O)C. The product is [CH2:1]([O:3][C:4]([N:6]1[C:14]2[C:9](=[CH:10][C:11]([C:15]3[N:16]=[C:17]([C:21]4[CH:26]=[CH:25][CH:24]=[CH:23][N:22]=4)[S:18][C:19]=3[CH3:20])=[CH:12][CH:13]=2)[CH2:8][C:7]1=[O:27])=[O:5])[CH3:2]. The yield is 0.560.